Dataset: Catalyst prediction with 721,799 reactions and 888 catalyst types from USPTO. Task: Predict which catalyst facilitates the given reaction. (1) Reactant: [O:1]1[CH2:3][C@H:2]1[CH2:4][O:5][C:6]1[C:18]2[C:17]3[C:12](=[CH:13][CH:14]=[CH:15][CH:16]=3)[NH:11][C:10]=2[CH:9]=[CH:8][CH:7]=1.NC(C)(C)C[C:22]1[CH:37]=[CH:36][C:25]([O:26][C:27]2[CH:35]=[CH:34][C:30]([C:31]([NH2:33])=[O:32])=[CH:29][CH:28]=2)=[CH:24][CH:23]=1.O. Product: [OH:1][C@@H:2]([CH2:3][N:11]([C:22]1[CH:23]=[CH:24][C:25]([O:26][C:27]2[CH:28]=[CH:29][C:30]([C:31](=[O:32])[NH2:33])=[CH:34][CH:35]=2)=[CH:36][CH:37]=1)[CH2:10][CH:18]([CH3:6])[CH3:17])[CH2:4][O:5][C:6]1[C:18]2[C:17]3[C:12](=[CH:13][CH:14]=[CH:15][CH:16]=3)[NH:11][C:10]=2[CH:9]=[CH:8][CH:7]=1. The catalyst class is: 404. (2) Reactant: C1C=C(Cl)C=C(C(OO)=[O:9])C=1.[CH3:12][C:13]1[CH:18]=[C:17]([CH3:19])[CH:16]=[CH:15][C:14]=1[CH:20]([C:43]1[CH:48]=[CH:47][CH:46]=[CH:45][CH:44]=1)[NH:21][C:22](=[O:42])[CH2:23][C:24]1[CH:25]=[CH:26][C:27]2[O:31][C:30]([C:32]([OH:40])([C:34]3[CH:39]=[CH:38][N:37]=[CH:36][CH:35]=3)[CH3:33])=[CH:29][C:28]=2[CH:41]=1. Product: [CH3:12][C:13]1[CH:18]=[C:17]([CH3:19])[CH:16]=[CH:15][C:14]=1[CH:20]([NH:21][C:22](=[O:42])[CH2:23][C:24]1[CH:25]=[CH:26][C:27]2[O:31][C:30]([C:32]([C:34]3[CH:39]=[CH:38][N+:37]([O-:9])=[CH:36][CH:35]=3)([OH:40])[CH3:33])=[CH:29][C:28]=2[CH:41]=1)[C:43]1[CH:48]=[CH:47][CH:46]=[CH:45][CH:44]=1. The catalyst class is: 2. (3) Reactant: [CH:1]1([CH2:7][O:8][C:9]([C:11]2([CH2:17][C:18]3[CH:23]=[CH:22][C:21]([C:24]#[N:25])=[CH:20][CH:19]=3)[CH2:16][CH2:15][NH:14][CH2:13][CH2:12]2)=[O:10])[CH2:6][CH2:5][CH2:4][CH2:3][CH2:2]1.C(OC([NH:33][C@@H:34]([CH2:38][C:39]1[S:40][CH:41]=[CH:42][CH:43]=1)[C:35](O)=[O:36])=O)(C)(C)C.C(N(C(C)C)CC)(C)C.CN(C(ON1N=NC2C=CC=CC1=2)=[N+](C)C)C.F[P-](F)(F)(F)(F)F. Product: [CH:1]1([CH2:7][O:8][C:9]([C:11]2([CH2:17][C:18]3[CH:19]=[CH:20][C:21]([C:24]#[N:25])=[CH:22][CH:23]=3)[CH2:12][CH2:13][N:14]([C:35](=[O:36])[C@@H:34]([NH2:33])[CH2:38][C:39]3[S:40][CH:41]=[CH:42][CH:43]=3)[CH2:15][CH2:16]2)=[O:10])[CH2:6][CH2:5][CH2:4][CH2:3][CH2:2]1. The catalyst class is: 3. (4) Reactant: [CH3:1][C:2]1[CH:7]=[C:6]([N+:8]([O-])=O)[C:5]([CH3:11])=[CH:4][C:3]=1[O:12][CH2:13][CH:14]1[C:16]([CH3:18])([CH3:17])[C:15]1([CH3:20])[CH3:19].C(O)(=O)C. Product: [CH3:11][C:5]1[CH:4]=[C:3]([O:12][CH2:13][CH:14]2[C:15]([CH3:19])([CH3:20])[C:16]2([CH3:18])[CH3:17])[C:2]([CH3:1])=[CH:7][C:6]=1[NH2:8]. The catalyst class is: 150. (5) Reactant: [CH3:1][O:2][C:3]1[CH:4]=[C:5]2[C:14](=[CH:15][CH:16]=1)[C:13](=[O:17])[C:12]1[CH:11]=[CH:10][C:9]([C:18](O)=[O:19])=[CH:8][C:7]=1[O:6]2.[CH:21]([N:24](CC)[CH:25](C)[CH3:26])(C)[CH3:22].C(NCC)C. Product: [CH2:21]([N:24]([CH2:25][CH3:26])[C:18]([C:9]1[CH:10]=[CH:11][C:12]2[C:13](=[O:17])[C:14]3[C:5]([O:6][C:7]=2[CH:8]=1)=[CH:4][C:3]([O:2][CH3:1])=[CH:16][CH:15]=3)=[O:19])[CH3:22]. The catalyst class is: 9. (6) Reactant: [CH3:1][O:2][C:3]1[CH:8]=[CH:7][C:6]([NH:9][C:10]2[CH:15]=[CH:14][N:13]=[CH:12][C:11]=2[NH2:16])=[C:5]([CH3:17])[CH:4]=1.[C:18](OC(=O)C)(=O)[CH3:19].C(OCC)(OCC)(OCC)C. Product: [CH3:1][O:2][C:3]1[CH:8]=[CH:7][C:6]([N:9]2[C:10]3[CH:15]=[CH:14][N:13]=[CH:12][C:11]=3[N:16]=[C:18]2[CH3:19])=[C:5]([CH3:17])[CH:4]=1. The catalyst class is: 13.